From a dataset of Human liver microsome stability data. Regression/Classification. Given a drug SMILES string, predict its absorption, distribution, metabolism, or excretion properties. Task type varies by dataset: regression for continuous measurements (e.g., permeability, clearance, half-life) or binary classification for categorical outcomes (e.g., BBB penetration, CYP inhibition). Dataset: hlm. (1) The compound is CC(C)(C)CCn1nc(N2CCCC2)c(O)c(C2=NS(=O)(=O)c3cc(NS(C)(=O)=O)ccc3N2)c1=O. The result is 1 (stable in human liver microsomes). (2) The compound is CC(N)C1(c2ccc3ccccc3c2)CCCCC1. The result is 0 (unstable in human liver microsomes). (3) The compound is CCC(C)S(=O)(=O)NC(=O)c1ccc2c(C3CCCCC3)c3n(c2c1)CC1(C(=O)N2C4CCC2CN(C)C4)CC1c1cc(OC)ccc1-3. The result is 1 (stable in human liver microsomes). (4) The molecule is CN1CCc2nc(C(=O)NC3CN(C(=O)NC(C)(C)C)CCC3NC(=O)c3cc4cc(Cl)ccc4[nH]3)sc2C1. The result is 1 (stable in human liver microsomes).